This data is from Full USPTO retrosynthesis dataset with 1.9M reactions from patents (1976-2016). The task is: Predict the reactants needed to synthesize the given product. (1) Given the product [NH2:19][C:17]1[CH:18]=[C:2]([CH3:1])[C:3]([O:4][C:5]2[CH:10]=[CH:9][C:8]([OH:11])=[C:7]([CH:12]([CH3:14])[CH3:13])[CH:6]=2)=[C:15]([CH3:22])[CH:16]=1, predict the reactants needed to synthesize it. The reactants are: [CH3:1][C:2]1[CH:18]=[C:17]([N+:19]([O-])=O)[CH:16]=[C:15]([CH3:22])[C:3]=1[O:4][C:5]1[CH:10]=[CH:9][C:8]([OH:11])=[C:7]([CH:12]([CH3:14])[CH3:13])[CH:6]=1. (2) Given the product [OH:8][CH2:9][CH:10]([O:44][C:45]([C:60]1[CH:61]=[CH:62][CH:63]=[CH:64][CH:65]=1)([C:54]1[CH:59]=[CH:58][CH:57]=[CH:56][CH:55]=1)[C:46]1[CH:51]=[CH:50][CH:49]=[C:48]([O:52][CH3:53])[CH:47]=1)[CH2:11][CH2:12][N:13]1[CH:21]=[N:20][C:19]2[C:14]1=[N:15][C:16]([C:25]([C:38]1[CH:43]=[CH:42][CH:41]=[CH:40][CH:39]=1)([C:26]1[CH:31]=[CH:30][CH:29]=[CH:28][CH:27]=1)[C:32]1[CH:33]=[CH:34][CH:35]=[CH:36][CH:37]=1)=[N:17][C:18]=2[NH:22][O:23][CH3:24], predict the reactants needed to synthesize it. The reactants are: [Si]([O:8][CH2:9][CH:10]([O:44][C:45]([C:60]1[CH:65]=[CH:64][CH:63]=[CH:62][CH:61]=1)([C:54]1[CH:59]=[CH:58][CH:57]=[CH:56][CH:55]=1)[C:46]1[CH:51]=[CH:50][CH:49]=[C:48]([O:52][CH3:53])[CH:47]=1)[CH2:11][CH2:12][N:13]1[CH:21]=[N:20][C:19]2[C:14]1=[N:15][C:16]([C:25]([C:38]1[CH:43]=[CH:42][CH:41]=[CH:40][CH:39]=1)([C:32]1[CH:37]=[CH:36][CH:35]=[CH:34][CH:33]=1)[C:26]1[CH:31]=[CH:30][CH:29]=[CH:28][CH:27]=1)=[N:17][C:18]=2[NH:22][O:23][CH3:24])(C(C)(C)C)(C)C.[F-].C([N+](CCCC)(CCCC)CCCC)CCC. (3) Given the product [I:25][C:11]1[N:10]([S:7]([C:4]2[CH:3]=[CH:2][C:1]([CH3:19])=[CH:6][CH:5]=2)(=[O:9])=[O:8])[C:14]2=[N:15][CH:16]=[CH:17][CH:18]=[C:13]2[CH:12]=1, predict the reactants needed to synthesize it. The reactants are: [C:1]1([CH3:19])[CH:6]=[CH:5][C:4]([S:7]([N:10]2[C:14]3=[N:15][CH:16]=[CH:17][CH:18]=[C:13]3[CH:12]=[CH:11]2)(=[O:9])=[O:8])=[CH:3][CH:2]=1.C([Li])CCC.[I:25]I. (4) Given the product [F:2][C:3]1[CH:4]=[C:5]([C@:14]2([NH:24][S:26]([C:29]3[CH:30]=[C:31]([CH:36]=[CH:37][CH:38]=3)[C:32]([O:34][CH3:35])=[O:33])(=[O:28])=[O:27])[C:19]3=[N:20][CH:21]=[CH:22][CH:23]=[C:18]3[O:17][CH2:16][CH2:15]2)[CH:6]=[CH:7][C:8]=1[O:9][C:10]([F:13])([F:11])[F:12], predict the reactants needed to synthesize it. The reactants are: Cl.[F:2][C:3]1[CH:4]=[C:5]([C@:14]2([NH2:24])[C:19]3=[N:20][CH:21]=[CH:22][CH:23]=[C:18]3[O:17][CH2:16][CH2:15]2)[CH:6]=[CH:7][C:8]=1[O:9][C:10]([F:13])([F:12])[F:11].Cl[S:26]([C:29]1[CH:30]=[C:31]([CH:36]=[CH:37][CH:38]=1)[C:32]([O:34][CH3:35])=[O:33])(=[O:28])=[O:27]. (5) Given the product [CH3:1][S:2]([O:30][CH2:29][CH2:28][C:23]12[CH2:24][CH2:25][C:20]([C:9]3[CH:10]=[C:11]([O:13][CH:14]4[CH2:19][CH2:18][CH2:17][CH2:16][O:15]4)[CH:12]=[C:7]([F:6])[CH:8]=3)([CH2:27][CH2:26]1)[O:21][CH2:22]2)(=[O:4])=[O:3], predict the reactants needed to synthesize it. The reactants are: [CH3:1][S:2](Cl)(=[O:4])=[O:3].[F:6][C:7]1[CH:8]=[C:9]([C:20]23[CH2:27][CH2:26][C:23]([CH2:28][CH2:29][OH:30])([CH2:24][CH2:25]2)[CH2:22][O:21]3)[CH:10]=[C:11]([O:13][CH:14]2[CH2:19][CH2:18][CH2:17][CH2:16][O:15]2)[CH:12]=1. (6) Given the product [CH3:17][CH:18]([CH3:41])[CH:19]([NH:24][C:25]([C:27]1[S:28][C:29]([C:32]2[CH:37]=[CH:36][C:35]([NH:38][C:2]([NH:1][C:4]3[CH:9]=[CH:8][CH:7]=[CH:6][C:5]=3[O:10][C:11]3[CH:16]=[CH:15][CH:14]=[CH:13][CH:12]=3)=[O:3])=[CH:34][CH:33]=2)=[CH:30][N:31]=1)=[O:26])[C:20]([O:22][CH3:23])=[O:21], predict the reactants needed to synthesize it. The reactants are: [N:1]([C:4]1[CH:9]=[CH:8][CH:7]=[CH:6][C:5]=1[O:10][C:11]1[CH:16]=[CH:15][CH:14]=[CH:13][CH:12]=1)=[C:2]=[O:3].[CH3:17][CH:18]([CH3:41])[CH:19]([NH:24][C:25]([C:27]1[S:28][C:29]([C:32]2[CH:37]=[CH:36][C:35]([N+:38]([O-])=O)=[CH:34][CH:33]=2)=[CH:30][N:31]=1)=[O:26])[C:20]([O:22][CH3:23])=[O:21]. (7) Given the product [F:1][C:2]([F:7])([F:6])[C:3]([OH:5])=[O:4].[OH:8][C:9]1([C:22]2[S:23][C:24]([C:27]3[CH:32]=[C:31]([CH3:33])[CH:30]=[C:29]([NH:34][C:35]4[CH:40]=[C:39]([C:41]([F:43])([F:44])[F:42])[CH:38]=[CH:37][N:36]=4)[N:28]=3)=[CH:25][N:26]=2)[CH2:18][CH2:17][CH2:16][C:15]2[CH:14]=[C:13]([C:19]([NH2:54])=[O:21])[CH:12]=[CH:11][C:10]1=2, predict the reactants needed to synthesize it. The reactants are: [F:1][C:2]([F:7])([F:6])[C:3]([OH:5])=[O:4].[OH:8][C:9]1([C:22]2[S:23][C:24]([C:27]3[CH:32]=[C:31]([CH3:33])[CH:30]=[C:29]([NH:34][C:35]4[CH:40]=[C:39]([C:41]([F:44])([F:43])[F:42])[CH:38]=[CH:37][N:36]=4)[N:28]=3)=[CH:25][N:26]=2)[CH2:18][CH2:17][CH2:16][C:15]2[CH:14]=[C:13]([C:19]([OH:21])=O)[CH:12]=[CH:11][C:10]1=2.[Cl-].[NH4+].F[P-](F)(F)(F)(F)F.[N:54]1(OC(N(C)C)=[N+](C)C)C2N=CC=CC=2N=N1.C(N(C(C)C)CC)(C)C.